Dataset: Forward reaction prediction with 1.9M reactions from USPTO patents (1976-2016). Task: Predict the product of the given reaction. (1) The product is: [C:1]([O:5][C:6](=[O:24])[N:7]([CH2:15][CH2:16][C:17]1[CH:22]=[CH:21][CH:20]=[CH:19][C:18]=1[Cl:23])[CH2:8][CH2:9][CH2:10][S:11][CH2:12][CH2:13][NH:26][CH2:27][C@H:28]([OH:29])[C:30]1[C:38]2[S:37][C:36](=[O:39])[NH:35][C:34]=2[C:33]([OH:40])=[CH:32][CH:31]=1)([CH3:4])([CH3:3])[CH3:2]. Given the reactants [C:1]([O:5][C:6](=[O:24])[N:7]([CH2:15][CH2:16][C:17]1[CH:22]=[CH:21][CH:20]=[CH:19][C:18]=1[Cl:23])[CH2:8][CH2:9][CH2:10][S:11][CH2:12][CH:13]=O)([CH3:4])([CH3:3])[CH3:2].Cl.[NH2:26][CH2:27][C@@H:28]([C:30]1[C:38]2[S:37][C:36](=[O:39])[NH:35][C:34]=2[C:33]([OH:40])=[CH:32][CH:31]=1)[OH:29].C([BH3-])#N.[Na+], predict the reaction product. (2) Given the reactants [C:1]1([C:17]2[CH:22]=[CH:21][CH:20]=[CH:19][CH:18]=2)[CH:6]=[CH:5][C:4]([NH:7][C:8]2[C:12]([C:13]([NH2:15])=[O:14])=[C:11]([NH2:16])[NH:10][N:9]=2)=[CH:3][CH:2]=1.[CH3:23][C:24]1[CH:25]=[C:26]([CH:29]=[C:30]([CH3:33])[C:31]=1[OH:32])[CH:27]=O.[BH4-].[Na+].O, predict the reaction product. The product is: [C:1]1([C:17]2[CH:18]=[CH:19][CH:20]=[CH:21][CH:22]=2)[CH:6]=[CH:5][C:4]([NH:7][C:8]2[C:12]([C:13]([NH2:15])=[O:14])=[C:11]([NH:16][CH2:27][C:26]3[CH:29]=[C:30]([CH3:33])[C:31]([OH:32])=[C:24]([CH3:23])[CH:25]=3)[NH:10][N:9]=2)=[CH:3][CH:2]=1. (3) The product is: [C:18]1([C:16]2[N:17]=[C:11]3[CH:10]=[C:9]([NH:8][C:7]([C:6]4[N:2]([CH3:1])[N:3]=[CH:4][C:5]=4[C:25]([N:33]4[CH:34]5[CH2:37][N:30]([CH2:36][CH2:35]5)[CH2:31][CH2:32]4)=[O:26])=[O:24])[CH:14]=[CH:13][N:12]3[N:15]=2)[CH:23]=[CH:22][CH:21]=[CH:20][CH:19]=1. Given the reactants [CH3:1][N:2]1[C:6]([C:7](=[O:24])[NH:8][C:9]2[CH:14]=[CH:13][N:12]3[N:15]=[C:16]([C:18]4[CH:23]=[CH:22][CH:21]=[CH:20][CH:19]=4)[N:17]=[C:11]3[CH:10]=2)=[C:5]([C:25](O)=[O:26])[CH:4]=[N:3]1.Cl.Cl.[N:30]12[CH2:37][CH:34]([CH2:35][CH2:36]1)[NH:33][CH2:32][CH2:31]2.CCCP(=O)=O.C(N(CC)C(C)C)(C)C, predict the reaction product. (4) Given the reactants C([O:8][C:9](=[O:39])[C:10]1[CH:15]=[CH:14][CH:13]=[C:12]([C:16]2[CH2:20][CH2:19][CH2:18][C:17]=2[C:21]2[CH:26]=[C:25]([S:27]([CH3:30])(=[O:29])=[O:28])[CH:24]=[CH:23][C:22]=2[O:31][CH2:32][C:33]2[CH:38]=[CH:37][CH:36]=[CH:35][CH:34]=2)[CH:11]=1)C1C=CC=CC=1, predict the reaction product. The product is: [CH3:30][S:27]([C:25]1[CH:24]=[CH:23][C:22]([O:31][CH2:32][C:33]2[CH:34]=[CH:35][CH:36]=[CH:37][CH:38]=2)=[C:21]([C:17]2[CH2:18][CH2:19][CH2:20][C:16]=2[C:12]2[CH:11]=[C:10]([CH:15]=[CH:14][CH:13]=2)[C:9]([OH:39])=[O:8])[CH:26]=1)(=[O:28])=[O:29].